This data is from Full USPTO retrosynthesis dataset with 1.9M reactions from patents (1976-2016). The task is: Predict the reactants needed to synthesize the given product. (1) The reactants are: [CH3:1][O:2][CH2:3][CH2:4][N:5]1[CH:9]=[C:8]([C:10]2[CH:11]=[CH:12][C:13]([NH:21][C:22]3[C:27]([C:28]([F:31])([F:30])[F:29])=[CH:26][N:25]=[C:24]([NH:32][C:33]4[CH:47]=[CH:46][C:36]([CH2:37][P:38](=[O:45])([O:42][CH2:43][CH3:44])[O:39][CH2:40][CH3:41])=[CH:35][CH:34]=4)[N:23]=3)=[C:14]3[C:18]=2[CH2:17][N:16](C)[C:15]3=[O:20])[CH:7]=[N:6]1.BrC1C=CC(NC2C(C(F)(F)F)=CN=C(NC3C=CC(CP(=O)(OCC)OCC)=CC=3)N=2)=C(C(=O)NC)C=1.COCCN1C=C(B2OC(C)(C)C(C)(C)O2)C=N1. Given the product [CH3:1][O:2][CH2:3][CH2:4][N:5]1[CH:9]=[C:8]([C:10]2[CH:11]=[CH:12][C:13]([NH:21][C:22]3[C:27]([C:28]([F:29])([F:30])[F:31])=[CH:26][N:25]=[C:24]([NH:32][C:33]4[CH:47]=[CH:46][C:36]([CH2:37][P:38](=[O:45])([O:39][CH2:40][CH3:41])[O:42][CH2:43][CH3:44])=[CH:35][CH:34]=4)[N:23]=3)=[C:14]([C:15](=[O:20])[NH:16][CH3:17])[CH:18]=2)[CH:7]=[N:6]1, predict the reactants needed to synthesize it. (2) Given the product [O:17]=[C:13]1[N:14]([C:2]2[CH:7]=[CH:6][C:5]([CH2:8][C:9]([OH:11])=[O:10])=[CH:4][CH:3]=2)[CH2:15][CH2:16][O:12]1, predict the reactants needed to synthesize it. The reactants are: Br[C:2]1[CH:7]=[CH:6][C:5]([CH2:8][C:9]([OH:11])=[O:10])=[CH:4][CH:3]=1.[O:12]1[CH2:16][CH2:15][NH:14][C:13]1=[O:17].CC(C1C=C(C(C)C)C(C2C=CC=CC=2P(C2CCCCC2)C2CCCCC2)=C(C(C)C)C=1)C.C(=O)([O-])[O-].[K+].[K+]. (3) Given the product [Br:1][C:2]1[CH:7]=[CH:6][C:5]([O:8][C:9]2[CH:14]=[CH:13][CH:12]=[CH:11][CH:10]=2)=[C:4]([NH2:15])[CH:3]=1, predict the reactants needed to synthesize it. The reactants are: [Br:1][C:2]1[CH:7]=[CH:6][C:5]([O:8][C:9]2[CH:14]=[CH:13][CH:12]=[CH:11][CH:10]=2)=[C:4]([N+:15]([O-])=O)[CH:3]=1.Cl[Sn]Cl. (4) Given the product [NH2:1][C:2]1[C:3]2[C:10]([C:11]#[N:12])=[CH:9][N:8]([C@@H:14]3[O:22][C@H:21]([CH2:23][O:24][C:25](=[O:32])[C:26]4[CH:27]=[CH:28][CH:29]=[CH:30][CH:31]=4)[C@@H:20]([CH3:33])[C@H:15]3[O:16][C:17](=[O:19])[CH3:18])[C:4]=2[N:5]=[CH:6][N:7]=1, predict the reactants needed to synthesize it. The reactants are: [NH2:1][C:2]1[C:3]2[C:10]([C:11]#[N:12])=[C:9](Br)[N:8]([C@@H:14]3[O:22][C@H:21]([CH2:23][O:24][C:25](=[O:32])[C:26]4[CH:31]=[CH:30][CH:29]=[CH:28][CH:27]=4)[C@@H:20]([CH3:33])[C@H:15]3[O:16][C:17](=[O:19])[CH3:18])[C:4]=2[N:5]=[CH:6][N:7]=1.C([O-])=O.[NH4+]. (5) Given the product [CH3:34][NH:35][CH2:6][C@H:7]1[CH2:11][CH2:10][N:9]([C:12]2[C:21]3[C:16](=[N:17][CH:18]=[CH:19][N:20]=3)[CH:15]=[C:14]([C:22]3[CH:23]=[CH:24][C:25]([N:28]4[CH2:33][CH2:32][O:31][CH2:30][CH2:29]4)=[CH:26][CH:27]=3)[N:13]=2)[CH2:8]1, predict the reactants needed to synthesize it. The reactants are: CS(O[CH2:6][C@H:7]1[CH2:11][CH2:10][N:9]([C:12]2[C:21]3[C:16](=[N:17][CH:18]=[CH:19][N:20]=3)[CH:15]=[C:14]([C:22]3[CH:27]=[CH:26][C:25]([N:28]4[CH2:33][CH2:32][O:31][CH2:30][CH2:29]4)=[CH:24][CH:23]=3)[N:13]=2)[CH2:8]1)(=O)=O.[CH3:34][NH2:35]. (6) Given the product [CH3:1][C@@H:2]([O:14][CH2:15][P:16]([O:18][CH2:19][O:20][C:21]([O:23][CH:24]([CH3:26])[CH3:25])=[O:22])([O:27][CH2:28][O:29][C:30]([O:32][CH:33]([CH3:34])[CH3:35])=[O:31])=[O:17])[CH2:3][N:4]1[C:8]2[N:9]=[CH:10][N:11]=[C:12]([NH2:13])[C:7]=2[N:6]=[CH:5]1.[CH:37](/[C:36]([OH:43])=[O:42])=[CH:38]\[C:39]([OH:41])=[O:40], predict the reactants needed to synthesize it. The reactants are: [CH3:1][C@@H:2]([O:14][CH2:15][P:16]([O:27][CH2:28][O:29][C:30]([O:32][CH:33]([CH3:35])[CH3:34])=[O:31])([O:18][CH2:19][O:20][C:21]([O:23][CH:24]([CH3:26])[CH3:25])=[O:22])=[O:17])[CH2:3][N:4]1[C:8]2[N:9]=[CH:10][N:11]=[C:12]([NH2:13])[C:7]=2[N:6]=[CH:5]1.[C:36]([OH:43])(=[O:42])/[CH:37]=[CH:38]/[C:39]([OH:41])=[O:40]. (7) Given the product [CH3:8][N:9]([CH3:10])[CH2:11][C:12]1([C:25]2[CH:30]=[CH:29][CH:28]=[C:27]([C:31]3[CH:32]=[N:33][N:34]([CH3:36])[CH:35]=3)[CH:26]=2)[CH2:13][CH2:14][NH:15][CH2:16][CH2:17]1, predict the reactants needed to synthesize it. The reactants are: C(O)(C(F)(F)F)=O.[CH3:8][N:9]([CH2:11][C:12]1([C:25]2[CH:30]=[CH:29][CH:28]=[C:27]([C:31]3[CH:32]=[N:33][N:34]([CH3:36])[CH:35]=3)[CH:26]=2)[CH2:17][CH2:16][N:15](C(OC(C)(C)C)=O)[CH2:14][CH2:13]1)[CH3:10]. (8) Given the product [C:14]1([C:13]([NH:5][C:6](=[CH2:7])[C:9]([O:11][CH3:12])=[O:10])=[O:20])[CH:19]=[CH:18][CH:17]=[CH:16][CH:15]=1, predict the reactants needed to synthesize it. The reactants are: ClCCl.Cl.[NH2:5][C@H:6]([C:9]([O:11][CH3:12])=[O:10])[CH2:7]O.[C:13](Cl)(=[O:20])[C:14]1[CH:19]=[CH:18][CH:17]=[CH:16][CH:15]=1.